Dataset: Catalyst prediction with 721,799 reactions and 888 catalyst types from USPTO. Task: Predict which catalyst facilitates the given reaction. (1) Reactant: C[O:2][C:3]([C:5]1[CH:6]=[CH:7][C:8]2[N:9]([C:11]([C:32]3[CH:37]=[CH:36][CH:35]=[CH:34][CH:33]=3)=[C:12]([C:14]3[CH:19]=[CH:18][C:17]([C:20]4([NH:24][C:25]([O:27][C:28]([CH3:31])([CH3:30])[CH3:29])=[O:26])[CH2:23][CH2:22][CH2:21]4)=[CH:16][CH:15]=3)[N:13]=2)[CH:10]=1)=O.[NH3:38]. Product: [C:28]([O:27][C:25](=[O:26])[NH:24][C:20]1([C:17]2[CH:18]=[CH:19][C:14]([C:12]3[N:13]=[C:8]4[CH:7]=[CH:6][C:5]([C:3](=[O:2])[NH2:38])=[CH:10][N:9]4[C:11]=3[C:32]3[CH:37]=[CH:36][CH:35]=[CH:34][CH:33]=3)=[CH:15][CH:16]=2)[CH2:21][CH2:22][CH2:23]1)([CH3:29])([CH3:30])[CH3:31]. The catalyst class is: 5. (2) The catalyst class is: 110. Product: [F:35][C:36]1[CH:37]=[C:38]([CH:39]=[C:40]([CH3:42])[CH:41]=1)[O:43][C:45]1[CH:50]=[CH:49][C:48]([C:51]2[C:60]3[C:55](=[CH:56][C:57]([S:61]([NH:64][C:65]4[S:66][CH:67]=[N:68][N:69]=4)(=[O:62])=[O:63])=[CH:58][CH:59]=3)[CH:54]=[CH:53][N:52]=2)=[C:47]([O:70][CH3:71])[CH:46]=1. Reactant: C(P(C(C)(C)C)C1C(C)=C(C)C(C)=C(C)C=1C1C(C(C)C)=CC(C(C)C)=CC=1C(C)C)(C)(C)C.[F:35][C:36]1[CH:37]=[C:38]([OH:43])[CH:39]=[C:40]([CH3:42])[CH:41]=1.Cl[C:45]1[CH:50]=[CH:49][C:48]([C:51]2[C:60]3[C:55](=[CH:56][C:57]([S:61]([NH:64][C:65]4[S:66][CH:67]=[N:68][N:69]=4)(=[O:63])=[O:62])=[CH:58][CH:59]=3)[CH:54]=[CH:53][N:52]=2)=[C:47]([O:70][CH3:71])[CH:46]=1.P([O-])([O-])([O-])=O.[K+].[K+].[K+].CC1OCCC1.O1CCOCC1. (3) Reactant: [O:1]([C:8]1[CH:9]=[C:10]([C:14]23[CH2:21][CH2:20][C:17]([CH2:22][CH2:23][CH2:24][CH2:25][OH:26])([CH2:18][CH2:19]2)[CH2:16][O:15]3)[CH:11]=[CH:12][CH:13]=1)[C:2]1[CH:7]=[CH:6][CH:5]=[CH:4][CH:3]=1.CC(OI1(OC(C)=O)(OC(C)=O)OC(=O)C2C=CC=CC1=2)=O.C([O-])(O)=O.[Na+].[O-]S([O-])(=S)=O.[Na+].[Na+]. Product: [O:1]([C:8]1[CH:9]=[C:10]([C:14]23[CH2:21][CH2:20][C:17]([CH2:22][CH2:23][CH2:24][CH:25]=[O:26])([CH2:18][CH2:19]2)[CH2:16][O:15]3)[CH:11]=[CH:12][CH:13]=1)[C:2]1[CH:7]=[CH:6][CH:5]=[CH:4][CH:3]=1. The catalyst class is: 2. (4) Reactant: [Cl:1][C:2]1[CH:3]=[C:4]2[C:9](=[CH:10][CH:11]=1)[CH:8]=[C:7]([S:12]([CH2:15][CH2:16][C:17](Cl)=[O:18])(=[O:14])=[O:13])[CH:6]=[CH:5]2.[CH3:20][C:21]1[N:25]2[C:26](=[O:35])[N:27]([CH:29]3[CH2:34][CH2:33][NH:32][CH2:31][CH2:30]3)[CH2:28][C:24]2=[CH:23][N:22]=1.C(N(CC)CC)C. Product: [Cl:1][C:2]1[CH:3]=[C:4]2[C:9](=[CH:10][CH:11]=1)[CH:8]=[C:7]([S:12]([CH2:15][CH2:16][C:17]([N:32]1[CH2:31][CH2:30][CH:29]([N:27]3[CH2:28][C:24]4=[CH:23][N:22]=[C:21]([CH3:20])[N:25]4[C:26]3=[O:35])[CH2:34][CH2:33]1)=[O:18])(=[O:14])=[O:13])[CH:6]=[CH:5]2. The catalyst class is: 1. (5) Reactant: [Cl:1][C:2]1[CH:10]=[CH:9][C:8]2[N:7](S(C3C=CC(C)=CC=3)(=O)=O)[C:6]3[C:21]([C:29]([F:32])([F:31])[F:30])([O:24][Si](C)(C)C)[CH2:22][CH2:23][C:5]=3[C:4]=2[C:3]=1[Cl:33].[OH-].[K+]. Product: [Cl:1][C:2]1[CH:10]=[CH:9][C:8]2[NH:7][C:6]3[C:21]([C:29]([F:31])([F:30])[F:32])([OH:24])[CH2:22][CH2:23][C:5]=3[C:4]=2[C:3]=1[Cl:33]. The catalyst class is: 20. (6) Reactant: [Br:1][C:2]1[CH:7]=[CH:6][C:5]([CH:8](O)[C:9]([C:11]2[CH:16]=[CH:15][C:14]([O:17][CH3:18])=[CH:13][CH:12]=2)=O)=[CH:4][CH:3]=1.[S:20]1[CH:24]=[CH:23][CH:22]=[C:21]1[CH:25]=O.C([O-])(=O)C.[NH4+:31].[NH4+:32].[OH-]. Product: [Br:1][C:2]1[CH:7]=[CH:6][C:5]([C:8]2[N:31]=[C:25]([C:21]3[S:20][CH:24]=[CH:23][CH:22]=3)[NH:32][C:9]=2[C:11]2[CH:16]=[CH:15][C:14]([O:17][CH3:18])=[CH:13][CH:12]=2)=[CH:4][CH:3]=1. The catalyst class is: 15. (7) Reactant: Br[C:2]1[CH:10]=[C:9]2[C:5]([C:6]([CH2:17][CH3:18])=[N:7][N:8]2[C:11]2[CH:16]=[CH:15][CH:14]=[CH:13][CH:12]=2)=[CH:4][CH:3]=1.[NH:19]1[CH2:24][CH2:23][NH:22][CH2:21][CH2:20]1.C([O-])([O-])=O.[Cs+].[Cs+].C1C=CC(P(C2C(C3C(P(C4C=CC=CC=4)C4C=CC=CC=4)=CC=C4C=3C=CC=C4)=C3C(C=CC=C3)=CC=2)C2C=CC=CC=2)=CC=1. Product: [CH2:17]([C:6]1[C:5]2[C:9](=[CH:10][C:2]([N:19]3[CH2:24][CH2:23][NH:22][CH2:21][CH2:20]3)=[CH:3][CH:4]=2)[N:8]([C:11]2[CH:16]=[CH:15][CH:14]=[CH:13][CH:12]=2)[N:7]=1)[CH3:18]. The catalyst class is: 222.